This data is from NCI-60 drug combinations with 297,098 pairs across 59 cell lines. The task is: Regression. Given two drug SMILES strings and cell line genomic features, predict the synergy score measuring deviation from expected non-interaction effect. (1) Cell line: CAKI-1. Drug 2: CC12CCC3C(C1CCC2O)C(CC4=C3C=CC(=C4)O)CCCCCCCCCS(=O)CCCC(C(F)(F)F)(F)F. Synergy scores: CSS=6.01, Synergy_ZIP=0.0765, Synergy_Bliss=3.20, Synergy_Loewe=-2.65, Synergy_HSA=-0.883. Drug 1: C1CC(C1)(C(=O)O)C(=O)O.[NH2-].[NH2-].[Pt+2]. (2) Drug 1: COCCOC1=C(C=C2C(=C1)C(=NC=N2)NC3=CC=CC(=C3)C#C)OCCOC. Drug 2: CC1=C(C(=CC=C1)Cl)NC(=O)C2=CN=C(S2)NC3=CC(=NC(=N3)C)N4CCN(CC4)CCO. Cell line: UACC62. Synergy scores: CSS=45.4, Synergy_ZIP=5.28, Synergy_Bliss=6.33, Synergy_Loewe=7.88, Synergy_HSA=9.71. (3) Drug 1: COCCOC1=C(C=C2C(=C1)C(=NC=N2)NC3=CC=CC(=C3)C#C)OCCOC. Drug 2: CC1=C(C(=CC=C1)Cl)NC(=O)C2=CN=C(S2)NC3=CC(=NC(=N3)C)N4CCN(CC4)CCO. Synergy scores: CSS=33.1, Synergy_ZIP=-5.43, Synergy_Bliss=-1.65, Synergy_Loewe=2.73, Synergy_HSA=4.79. Cell line: T-47D. (4) Drug 1: CC(CN1CC(=O)NC(=O)C1)N2CC(=O)NC(=O)C2. Drug 2: C1=NC2=C(N1)C(=S)N=C(N2)N. Cell line: CCRF-CEM. Synergy scores: CSS=49.2, Synergy_ZIP=-2.90, Synergy_Bliss=-3.11, Synergy_Loewe=-3.94, Synergy_HSA=0.161. (5) Drug 1: C1CC(=O)NC(=O)C1N2CC3=C(C2=O)C=CC=C3N. Drug 2: CC1=CC=C(C=C1)C2=CC(=NN2C3=CC=C(C=C3)S(=O)(=O)N)C(F)(F)F. Cell line: OVCAR-8. Synergy scores: CSS=1.12, Synergy_ZIP=-0.798, Synergy_Bliss=-3.83, Synergy_Loewe=-0.455, Synergy_HSA=-2.50.